From a dataset of Forward reaction prediction with 1.9M reactions from USPTO patents (1976-2016). Predict the product of the given reaction. The product is: [F:14][C:15]1[CH:16]=[CH:17][C:18]([CH2:21][C:22]([NH:24][NH:25][C:11]([C:3]2[CH2:4][N:5]([CH:8]([CH3:9])[CH3:10])[C:6](=[O:7])[C:2]=2[O:1][CH3:30])=[O:13])=[O:23])=[CH:19][CH:20]=1. Given the reactants [OH:1][C:2]1[C:6](=[O:7])[N:5]([CH:8]([CH3:10])[CH3:9])[CH2:4][C:3]=1[C:11]([OH:13])=O.[F:14][C:15]1[CH:20]=[CH:19][C:18]([CH2:21][C:22]([NH:24][NH2:25])=[O:23])=[CH:17][CH:16]=1.ON1C2C=CC=C[C:30]=2N=N1.C(N=C=NCCCN(C)C)C, predict the reaction product.